From a dataset of Full USPTO retrosynthesis dataset with 1.9M reactions from patents (1976-2016). Predict the reactants needed to synthesize the given product. (1) The reactants are: [F:1][C:2]1[CH:18]=[CH:17][C:16]([O:19][CH3:20])=[CH:15][C:3]=1[O:4][Si:5]([CH:12]([CH3:14])[CH3:13])([CH:9]([CH3:11])[CH3:10])[CH:6]([CH3:8])[CH3:7].CN(CCN(CCN(C)C)C)C.C([Li])CCC.[CH:38](N1CCOCC1)=[O:39].Cl. Given the product [F:1][C:2]1[C:3]([O:4][Si:5]([CH:6]([CH3:7])[CH3:8])([CH:12]([CH3:13])[CH3:14])[CH:9]([CH3:11])[CH3:10])=[CH:15][C:16]([O:19][CH3:20])=[CH:17][C:18]=1[CH:38]=[O:39], predict the reactants needed to synthesize it. (2) Given the product [Br:1][C:2]1[CH:3]=[CH:4][C:5]2[N:6]([CH:10]=[C:11]([C:13]3[CH:18]=[CH:17][CH:16]=[CH:15][CH:14]=3)[N:8]=2)[CH:7]=1, predict the reactants needed to synthesize it. The reactants are: [Br:1][C:2]1[CH:3]=[CH:4][C:5]([NH2:8])=[N:6][CH:7]=1.Br[CH2:10][C:11]([C:13]1[CH:18]=[CH:17][CH:16]=[CH:15][CH:14]=1)=O. (3) Given the product [CH3:22][N:23]([CH3:41])[C:24]1[CH:29]=[CH:28][C:27]([C:30]([C:32]2[CH:37]=[CH:36][C:35]([N:38]([CH3:40])[CH3:39])=[CH:34][CH:33]=2)=[CH:9][C:10]#[N:11])=[CH:26][CH:25]=1, predict the reactants needed to synthesize it. The reactants are: C(OP([CH2:9][C:10]#[N:11])(=O)OCC)C.C[Si]([N-][Si](C)(C)C)(C)C.[Li+].[CH3:22][N:23]([CH3:41])[C:24]1[CH:29]=[CH:28][C:27]([C:30]([C:32]2[CH:37]=[CH:36][C:35]([N:38]([CH3:40])[CH3:39])=[CH:34][CH:33]=2)=O)=[CH:26][CH:25]=1.O. (4) Given the product [F:13][C:2]([F:1])([S:9]([O-:12])(=[O:10])=[O:11])[CH:3]([O:8][C:32](=[O:36])[C:33]([CH3:35])=[CH2:34])[C:4]([F:6])([F:5])[F:7].[CH2:14]([N+:21]([CH3:24])([CH3:23])[CH3:22])[C:15]1[CH:20]=[CH:19][CH:18]=[CH:17][CH:16]=1, predict the reactants needed to synthesize it. The reactants are: [F:1][C:2]([F:13])([S:9]([O-:12])(=[O:11])=[O:10])[CH:3]([OH:8])[C:4]([F:7])([F:6])[F:5].[CH2:14]([N+:21]([CH3:24])([CH3:23])[CH3:22])[C:15]1[CH:20]=[CH:19][CH:18]=[CH:17][CH:16]=1.C(N(CC)CC)C.[C:32](O[C:32](=[O:36])[C:33]([CH3:35])=[CH2:34])(=[O:36])[C:33]([CH3:35])=[CH2:34].Cl. (5) Given the product [NH2:1][C:2]1[N:12]=[CH:11][C:10]([C:13]2[C:14]([Cl:40])=[C:15]3[C:21]([C:22]4[CH:27]=[C:26]([F:28])[C:25]([F:29])=[CH:24][C:23]=4[O:30][CH3:31])=[CH:20][NH:19][C:16]3=[N:17][CH:18]=2)=[CH:9][C:3]=1[C:4]([N:6]([CH3:7])[CH3:8])=[O:5], predict the reactants needed to synthesize it. The reactants are: [NH2:1][C:2]1[N:12]=[CH:11][C:10]([C:13]2[C:14]([Cl:40])=[C:15]3[C:21]([C:22]4[CH:27]=[C:26]([F:28])[C:25]([F:29])=[CH:24][C:23]=4[O:30][CH3:31])=[CH:20][N:19](COCC[Si](C)(C)C)[C:16]3=[N:17][CH:18]=2)=[CH:9][C:3]=1[C:4]([N:6]([CH3:8])[CH3:7])=[O:5].C(N)CN.